Predict the product of the given reaction. From a dataset of Forward reaction prediction with 1.9M reactions from USPTO patents (1976-2016). (1) Given the reactants Cl[C:2]1[C:7]([CH:8]=[O:9])=[C:6]([NH:10][CH:11]2[CH2:13][CH2:12]2)[N:5]=[C:4]([S:14][CH3:15])[N:3]=1.[F:16][C:17]1[CH:22]=[CH:21][C:20](B(O)O)=[C:19]([CH3:26])[CH:18]=1, predict the reaction product. The product is: [CH:11]1([NH:10][C:6]2[C:7]([CH:8]=[O:9])=[C:2]([C:20]3[CH:21]=[CH:22][C:17]([F:16])=[CH:18][C:19]=3[CH3:26])[N:3]=[C:4]([S:14][CH3:15])[N:5]=2)[CH2:13][CH2:12]1. (2) The product is: [F:10][C:7]1[CH:8]=[CH:9][C:4]([C:2](=[O:3])[CH3:1])=[CH:5][C:6]=1[B:12]1[O:16][C:15]([CH3:18])([CH3:17])[C:14]([CH3:20])([CH3:19])[O:13]1. Given the reactants [CH3:1][C:2]([C:4]1[CH:9]=[CH:8][C:7]([F:10])=[C:6](Br)[CH:5]=1)=[O:3].[B:12]1([B:12]2[O:16][C:15]([CH3:18])([CH3:17])[C:14]([CH3:20])([CH3:19])[O:13]2)[O:16][C:15]([CH3:18])([CH3:17])[C:14]([CH3:20])([CH3:19])[O:13]1.C([O-])(=O)C.[K+], predict the reaction product.